Dataset: Full USPTO retrosynthesis dataset with 1.9M reactions from patents (1976-2016). Task: Predict the reactants needed to synthesize the given product. (1) Given the product [Cl:1][C:2]1[CH:10]=[C:9]([C:11]2[CH:12]=[CH:13][C:14]3[N:15]([C:17]([C:20]4[CH:25]=[CH:24][C:23]([C:26]#[N:27])=[CH:22][CH:21]=4)=[CH:18][N:19]=3)[N:16]=2)[CH:8]=[CH:7][C:3]=1[C:4]([N:63]1[CH2:64][CH2:65][N:60]([CH3:59])[CH2:61][CH2:62]1)=[O:5], predict the reactants needed to synthesize it. The reactants are: [Cl:1][C:2]1[CH:10]=[C:9]([C:11]2[CH:12]=[CH:13][C:14]3[N:15]([C:17]([C:20]4[CH:25]=[CH:24][C:23]([C:26]#[N:27])=[CH:22][CH:21]=4)=[CH:18][N:19]=3)[N:16]=2)[CH:8]=[CH:7][C:3]=1[C:4](O)=[O:5].CN(C(ON1N=NC2C=CC=NC1=2)=[N+](C)C)C.F[P-](F)(F)(F)(F)F.CN1CCOCC1.[CH3:59][N:60]1[CH2:65][CH2:64][NH:63][CH2:62][CH2:61]1. (2) Given the product [Cl:37][C:38]1[CH:39]=[C:40]([C@@H:44]([OH:45])[CH2:46][NH:1][C@H:2]([CH3:24])[CH2:3][C:4]2[CH:5]=[CH:6][C:7]([S:10]([C:13]3[CH:14]=[CH:15][C:16]([C:17]([O:19][CH2:20][CH3:21])=[O:18])=[CH:22][CH:23]=3)(=[O:12])=[O:11])=[CH:8][CH:9]=2)[CH:41]=[CH:42][CH:43]=1, predict the reactants needed to synthesize it. The reactants are: [NH2:1][C@H:2]([CH3:24])[CH2:3][C:4]1[CH:9]=[CH:8][C:7]([S:10]([C:13]2[CH:23]=[CH:22][C:16]([C:17]([O:19][CH2:20][CH3:21])=[O:18])=[CH:15][CH:14]=2)(=[O:12])=[O:11])=[CH:6][CH:5]=1.C/C(/O[Si](C)(C)C)=N\[Si](C)(C)C.[Cl:37][C:38]1[CH:39]=[C:40]([C@@H:44]2[CH2:46][O:45]2)[CH:41]=[CH:42][CH:43]=1.[F-].C([N+](CCCC)(CCCC)CCCC)CCC. (3) Given the product [CH3:60][O:61][C:62]([NH:64][C@@H:65]([CH:69]([CH3:71])[CH3:70])[C:66]([N:40]1[CH2:41][CH2:42][CH2:43][C@H:39]1[C:37]1[NH:38][C:34]([C:31]2[CH:32]=[CH:33][C:28]([C:25]3[CH:26]=[CH:27][C:22]([C:19]4[CH:20]=[CH:21][C:15]5[N:14]=[C:13]([C@@H:9]6[CH2:10][CH2:11][CH2:12][N:8]6[C:6]([O:5][C:1]([CH3:3])([CH3:4])[CH3:2])=[O:7])[NH:17][C:16]=5[CH:18]=4)=[CH:23][CH:24]=3)=[CH:29][CH:30]=2)=[CH:35][N:36]=1)=[O:67])=[O:63], predict the reactants needed to synthesize it. The reactants are: [C:1]([O:5][C:6]([N:8]1[CH2:12][CH2:11][CH2:10][C@H:9]1[C:13]1[NH:17][C:16]2[CH:18]=[C:19]([C:22]3[CH:27]=[CH:26][C:25]([C:28]4[CH:33]=[CH:32][C:31]([C:34]5[NH:38][C:37]([C@@H:39]6[CH2:43][CH2:42][CH2:41][N:40]6C(OCC6C=CC=CC=6)=O)=[N:36][CH:35]=5)=[CH:30][CH:29]=4)=[CH:24][CH:23]=3)[CH:20]=[CH:21][C:15]=2[N:14]=1)=[O:7])([CH3:4])([CH3:3])[CH3:2].C(=O)([O-])[O-].[K+].[K+].[CH3:60][O:61][C:62]([NH:64][C@@H:65]([CH:69]([CH3:71])[CH3:70])[C:66](O)=[O:67])=[O:63].CN(C(ON1N=NC2C=CC=NC1=2)=[N+](C)C)C.F[P-](F)(F)(F)(F)F.C(N(C(C)C)CC)(C)C. (4) Given the product [C:36]1([N:29]([C:30]2[CH:35]=[CH:34][CH:33]=[CH:32][CH:31]=2)[C:26]2[CH:25]=[CH:24][C:23]3[C:22]4[C:17](=[CH:18][C:19]([N:46]([C:53]5[C:62]6[C:57](=[CH:58][CH:59]=[CH:60][CH:61]=6)[CH:56]=[CH:55][CH:54]=5)[C:47]5[CH:52]=[CH:51][CH:50]=[CH:49][CH:48]=5)=[CH:20][CH:21]=4)[C:16]([CH2:63][CH2:64][CH2:65][CH2:66][C:67]4[CH:68]=[C:69]([CH:70]=[CH:71][CH:72]=4)[CH:73]=[O:74])([CH2:15][CH2:14][CH2:13][CH2:12][C:8]4[CH:7]=[C:6]([CH:11]=[CH:10][CH:9]=4)[CH:2]=[O:1])[C:28]=3[CH:27]=2)[C:45]2[C:40](=[CH:41][CH:42]=[CH:43][CH:44]=2)[CH:39]=[CH:38][CH:37]=1, predict the reactants needed to synthesize it. The reactants are: [O:1]1CCO[CH:2]1[C:6]1[CH:7]=[C:8]([CH2:12][CH2:13][CH2:14][CH2:15][C:16]2([CH2:63][CH2:64][CH2:65][CH2:66][C:67]3[CH:72]=[CH:71][CH:70]=[C:69]([CH:73]4OCC[O:74]4)[CH:68]=3)[C:28]3[CH:27]=[C:26]([N:29]([C:36]4[C:45]5[C:40](=[CH:41][CH:42]=[CH:43][CH:44]=5)[CH:39]=[CH:38][CH:37]=4)[C:30]4[CH:35]=[CH:34][CH:33]=[CH:32][CH:31]=4)[CH:25]=[CH:24][C:23]=3[C:22]3[C:17]2=[CH:18][C:19]([N:46]([C:53]2[C:62]4[C:57](=[CH:58][CH:59]=[CH:60][CH:61]=4)[CH:56]=[CH:55][CH:54]=2)[C:47]2[CH:52]=[CH:51][CH:50]=[CH:49][CH:48]=2)=[CH:20][CH:21]=3)[CH:9]=[CH:10][CH:11]=1.Cl.